This data is from Full USPTO retrosynthesis dataset with 1.9M reactions from patents (1976-2016). The task is: Predict the reactants needed to synthesize the given product. (1) Given the product [NH2:1][C:2]1[N:10]=[C:9]2[CH:8]=[CH:7][C:6]([O:21][C:22]3[CH:27]=[CH:26][C:25]([NH:28][C:29](=[O:38])[O:30][CH2:31][C:32]4[CH:33]=[CH:34][CH:35]=[CH:36][CH:37]=4)=[CH:24][C:23]=3[F:39])=[CH:5][N:4]2[CH:3]=1, predict the reactants needed to synthesize it. The reactants are: [NH2:1][C:2](=O)[CH2:3][N:4]1[C:9](=[N:10]S(C2C=CC(C)=CC=2)(=O)=O)[CH:8]=[CH:7][C:6]([O:21][C:22]2[CH:27]=[CH:26][C:25]([NH:28][C:29](=[O:38])[O:30][CH2:31][C:32]3[CH:37]=[CH:36][CH:35]=[CH:34][CH:33]=3)=[CH:24][C:23]=2[F:39])=[CH:5]1.FC(F)(F)C(OC(=O)C(F)(F)F)=O. (2) Given the product [I-:5].[F:1][C:2]([F:7])([F:6])[CH2:3][CH2:4][P+:14]([C:15]1[CH:16]=[CH:17][CH:18]=[CH:19][CH:20]=1)([C:21]1[CH:26]=[CH:25][CH:24]=[CH:23][CH:22]=1)[C:8]1[CH:9]=[CH:10][CH:11]=[CH:12][CH:13]=1, predict the reactants needed to synthesize it. The reactants are: [F:1][C:2]([F:7])([F:6])[CH2:3][CH2:4][I:5].[C:8]1([P:14]([C:21]2[CH:26]=[CH:25][CH:24]=[CH:23][CH:22]=2)[C:15]2[CH:20]=[CH:19][CH:18]=[CH:17][CH:16]=2)[CH:13]=[CH:12][CH:11]=[CH:10][CH:9]=1.